Dataset: NCI-60 drug combinations with 297,098 pairs across 59 cell lines. Task: Regression. Given two drug SMILES strings and cell line genomic features, predict the synergy score measuring deviation from expected non-interaction effect. (1) Drug 1: CC=C1C(=O)NC(C(=O)OC2CC(=O)NC(C(=O)NC(CSSCCC=C2)C(=O)N1)C(C)C)C(C)C. Drug 2: CC1=C(C(=O)C2=C(C1=O)N3CC4C(C3(C2COC(=O)N)OC)N4)N. Cell line: NCI-H226. Synergy scores: CSS=75.5, Synergy_ZIP=0.569, Synergy_Bliss=2.80, Synergy_Loewe=3.99, Synergy_HSA=5.95. (2) Drug 1: CC1=CC=C(C=C1)C2=CC(=NN2C3=CC=C(C=C3)S(=O)(=O)N)C(F)(F)F. Drug 2: C1CC(=O)NC(=O)C1N2C(=O)C3=CC=CC=C3C2=O. Cell line: T-47D. Synergy scores: CSS=-2.76, Synergy_ZIP=2.74, Synergy_Bliss=1.97, Synergy_Loewe=-1.56, Synergy_HSA=-2.01.